From a dataset of Full USPTO retrosynthesis dataset with 1.9M reactions from patents (1976-2016). Predict the reactants needed to synthesize the given product. (1) The reactants are: Br[C:2]1[CH:3]=[C:4]2[C:11]([C:12]([NH:14][CH3:15])=[O:13])=[C:10]([C:16]3[CH:21]=[CH:20][C:19]([F:22])=[CH:18][CH:17]=3)[O:9][C:5]2=[N:6][C:7]=1[Cl:8].B([C:26]1[CH:27]=[N:28][CH:29]=[C:30]([CH:34]=1)[C:31]([OH:33])=[O:32])(O)O.C(=O)([O-])[O-].[Cs+].[Cs+]. Given the product [Cl:8][C:7]1[N:6]=[C:5]2[O:9][C:10]([C:16]3[CH:21]=[CH:20][C:19]([F:22])=[CH:18][CH:17]=3)=[C:11]([C:12](=[O:13])[NH:14][CH3:15])[C:4]2=[CH:3][C:2]=1[C:26]1[CH:27]=[N:28][CH:29]=[C:30]([CH:34]=1)[C:31]([OH:33])=[O:32], predict the reactants needed to synthesize it. (2) Given the product [C:1]([N:4]1[C:13]2[C:8](=[CH:9][C:10]([C:33]3[CH:41]=[CH:40][C:36]([C:37]([OH:39])=[O:38])=[CH:35][CH:34]=3)=[CH:11][CH:12]=2)[C@H:7]([NH:15][C:16]([O:17][CH2:18][C:19]2[CH:24]=[CH:23][CH:22]=[CH:21][CH:20]=2)=[O:25])[C@@H:6]([CH3:26])[C@@H:5]1[CH:27]1[CH2:29][CH2:28]1)(=[O:3])[CH3:2], predict the reactants needed to synthesize it. The reactants are: [C:1]([N:4]1[C:13]2[C:8](=[CH:9][C:10](Br)=[CH:11][CH:12]=2)[C@H:7]([NH:15][C:16](=[O:25])[O:17][CH2:18][C:19]2[CH:24]=[CH:23][CH:22]=[CH:21][CH:20]=2)[C@@H:6]([CH3:26])[C@@H:5]1[CH:27]1[CH2:29][CH2:28]1)(=[O:3])[CH3:2].B([C:33]1[CH:41]=[CH:40][C:36]([C:37]([OH:39])=[O:38])=[CH:35][CH:34]=1)(O)O.P([O-])([O-])([O-])=O.[K+].[K+].[K+].CC(C1C=C(C(C)C)C(C2C=CC=CC=2P(C2CCCCC2)C2CCCCC2)=C(C(C)C)C=1)C. (3) Given the product [CH3:25][N:22]1[C:23](=[O:24])[N:18]2[CH:17]=[N:16][C:15]([C:12]3[N:13]([CH3:30])[CH:14]=[C:10]([C:4]4[CH:5]=[CH:6][CH:7]=[CH:8][CH:9]=4)[N:11]=3)=[C:19]2[N:20]=[N:21]1, predict the reactants needed to synthesize it. The reactants are: [H-].[Na+].Cl.[C:4]1([C:10]2[N:11]=[C:12]([C:15]3[N:16]=[CH:17][N:18]4[C:23](=[O:24])[N:22]([CH2:25]C#C)[N:21]=[N:20][C:19]=34)[NH:13][CH:14]=2)[CH:9]=[CH:8][CH:7]=[CH:6][CH:5]=1.[H][H].[CH3:30]I. (4) Given the product [O:39]1[CH2:44][CH2:43][CH:42]([CH:45]([NH:47][C:13]([C:12]2[C:6]3[C:7](=[N:8][CH:9]=[C:4]([CH:1]4[CH2:2][CH2:3]4)[N:5]=3)[NH:10][CH:11]=2)=[O:15])[CH3:46])[CH2:41][CH2:40]1, predict the reactants needed to synthesize it. The reactants are: [CH:1]1([C:4]2[N:5]=[C:6]3[C:12]([C:13]([OH:15])=O)=[CH:11][NH:10][C:7]3=[N:8][CH:9]=2)[CH2:3][CH2:2]1.C1(C2N=C3C(C(O)=O)=CN(COCC[Si](C)(C)C)C3=NC=2)CC1.[O:39]1[CH2:44][CH2:43][CH:42]([CH:45]([NH2:47])[CH3:46])[CH2:41][CH2:40]1.Cl.N[C@@H](C1(O)CCCC1)C.